From a dataset of Catalyst prediction with 721,799 reactions and 888 catalyst types from USPTO. Predict which catalyst facilitates the given reaction. Reactant: [CH:1]([C:4]1[NH:5][CH:6]=[CH:7][N:8]=1)([CH3:3])[CH3:2].[H-].[Na+].Cl[C:12]1[N:13]=[C:14]([N:32]2[CH2:37][CH2:36][O:35][CH2:34][CH2:33]2)[C:15]2[S:20][C:19]([CH2:21][N:22]3[CH2:27][CH2:26][N:25](S(C)(=O)=O)[CH2:24][CH2:23]3)=[CH:18][C:16]=2[N:17]=1. Product: [CH:1]([C:4]1[N:5]([C:12]2[N:13]=[C:14]([N:32]3[CH2:33][CH2:34][O:35][CH2:36][CH2:37]3)[C:15]3[S:20][C:19]([CH2:21][N:22]4[CH2:27][CH2:26][NH:25][CH2:24][CH2:23]4)=[CH:18][C:16]=3[N:17]=2)[CH:6]=[CH:7][N:8]=1)([CH3:3])[CH3:2]. The catalyst class is: 42.